From a dataset of Retrosynthesis with 50K atom-mapped reactions and 10 reaction types from USPTO. Predict the reactants needed to synthesize the given product. Given the product CC(C)(C)OC(=O)N(Cc1cc(CC#N)cc(Cl)c1Cl)C1CC1, predict the reactants needed to synthesize it. The reactants are: CC(C)(C)OC(=O)N(Cc1cc(COS(C)(=O)=O)cc(Cl)c1Cl)C1CC1.[C-]#N.